Task: Predict the reactants needed to synthesize the given product.. Dataset: Full USPTO retrosynthesis dataset with 1.9M reactions from patents (1976-2016) Given the product [Br:1][C:2]1[N:7]=[C:6]([C:8]([OH:18])=[O:9])[C:5]([O:10][CH3:11])=[CH:4][CH:3]=1, predict the reactants needed to synthesize it. The reactants are: [Br:1][C:2]1[N:7]=[C:6]([CH:8]=[O:9])[C:5]([O:10][CH3:11])=[CH:4][CH:3]=1.CC(=CC)C.P([O-])(O)(O)=[O:18].[Na+].